From a dataset of Full USPTO retrosynthesis dataset with 1.9M reactions from patents (1976-2016). Predict the reactants needed to synthesize the given product. (1) Given the product [C:20]1([C:3]2[N:4]=[C:5]3[C:11]4[CH:12]=[CH:13][CH:14]=[CH:15][C:10]=4[NH:9][C:8]4[N:16]=[CH:17][CH:18]=[CH:19][C:7]=4[N:6]3[C:2]=2[C:34]2[CH:35]=[CH:36][C:37]([C:40]3([NH:44][C:45](=[O:51])[O:46][C:47]([CH3:49])([CH3:48])[CH3:50])[CH2:43][O:42][CH2:41]3)=[CH:38][CH:39]=2)[CH:21]=[CH:22][CH:23]=[CH:24][CH:25]=1, predict the reactants needed to synthesize it. The reactants are: Br[C:2]1[N:6]2[C:7]3[CH:19]=[CH:18][CH:17]=[N:16][C:8]=3[NH:9][C:10]3[CH:15]=[CH:14][CH:13]=[CH:12][C:11]=3[C:5]2=[N:4][C:3]=1[C:20]1[CH:25]=[CH:24][CH:23]=[CH:22][CH:21]=1.CC1(C)C(C)(C)OB([C:34]2[CH:39]=[CH:38][C:37]([C:40]3([NH:44][C:45](=[O:51])[O:46][C:47]([CH3:50])([CH3:49])[CH3:48])[CH2:43][O:42][CH2:41]3)=[CH:36][CH:35]=2)O1.P([O-])([O-])([O-])=O.[K+].[K+].[K+]. (2) The reactants are: C([O:3][C:4]([C:6]1[N:7]=[C:8]([CH3:20])[N:9]([C:12]2[CH:17]=[CH:16][C:15]([F:18])=[CH:14][C:13]=2[F:19])[C:10]=1[CH3:11])=O)C.[H-].[Al+3].[Li+].[H-].[H-].[H-]. Given the product [F:19][C:13]1[CH:14]=[C:15]([F:18])[CH:16]=[CH:17][C:12]=1[N:9]1[C:10]([CH3:11])=[C:6]([CH2:4][OH:3])[N:7]=[C:8]1[CH3:20], predict the reactants needed to synthesize it. (3) The reactants are: [CH2:1]([N:8]1[CH2:13][CH2:12][CH:11]([CH3:14])[C:10](=O)[CH2:9]1)[C:2]1[CH:7]=[CH:6][CH:5]=[CH:4][CH:3]=1.CO.C(O)(=O)C.[CH3:22][NH2:23]. Given the product [CH2:1]([N:8]1[CH2:13][CH2:12][CH:11]([CH3:14])[CH:10]([NH:23][CH3:22])[CH2:9]1)[C:2]1[CH:7]=[CH:6][CH:5]=[CH:4][CH:3]=1, predict the reactants needed to synthesize it. (4) Given the product [F:1][C:2]1[CH:3]=[CH:4][C:5]([C:8]2[CH:16]=[C:15]3[C:11](/[C:12](=[CH:18]/[C:20]4[NH:21][C:22]([CH3:34])=[C:23]([S:30]([CH3:33])(=[O:32])=[O:31])[C:24]=4[CH2:25][CH2:26][C:27]([OH:29])=[O:28])/[C:13](=[O:17])[NH:14]3)=[CH:10][CH:9]=2)=[CH:6][CH:7]=1, predict the reactants needed to synthesize it. The reactants are: [F:1][C:2]1[CH:7]=[CH:6][C:5]([C:8]2[CH:16]=[C:15]3[C:11]([CH2:12][C:13](=[O:17])[NH:14]3)=[CH:10][CH:9]=2)=[CH:4][CH:3]=1.[CH:18]([C:20]1[NH:21][C:22]([CH3:34])=[C:23]([S:30]([CH3:33])(=[O:32])=[O:31])[C:24]=1[CH2:25][CH2:26][C:27]([OH:29])=[O:28])=O.N1CCCCC1. (5) Given the product [OH:1][CH2:2][CH2:3][N:4]1[CH2:9][CH2:8][N:7]([C:11]2[N:16]=[C:15]([CH3:17])[N:14]=[C:13]([NH:18][C:19]3[S:20][C:21]([C:24]([O:26][CH3:27])=[O:25])=[CH:22][N:23]=3)[CH:12]=2)[CH2:6][CH2:5]1, predict the reactants needed to synthesize it. The reactants are: [OH:1][CH2:2][CH2:3][N:4]1[CH2:9][CH2:8][NH:7][CH2:6][CH2:5]1.Br[C:11]1[N:16]=[C:15]([CH3:17])[N:14]=[C:13]([NH:18][C:19]2[S:20][C:21]([C:24]([O:26][CH3:27])=[O:25])=[CH:22][N:23]=2)[CH:12]=1.CCN(C(C)C)C(C)C. (6) Given the product [Br:1][C:2]1[CH:3]=[CH:4][C:5]([CH2:10][C:9]([O:17][C:18]([CH3:21])([CH3:20])[CH3:19])=[O:16])=[N:6][CH:7]=1, predict the reactants needed to synthesize it. The reactants are: [Br:1][C:2]1[CH:3]=[CH:4][C:5](I)=[N:6][CH:7]=1.[C:9]([O:17][C:18]([CH3:21])([CH3:20])[CH3:19])(=[O:16])[CH2:10]C(OCC)=O.C([O-])([O-])=O.[Cs+].[Cs+].O1CCOCC1.[OH-].[Na+].Cl.